Task: Regression. Given two drug SMILES strings and cell line genomic features, predict the synergy score measuring deviation from expected non-interaction effect.. Dataset: NCI-60 drug combinations with 297,098 pairs across 59 cell lines (1) Drug 1: C1CCN(CC1)CCOC2=CC=C(C=C2)C(=O)C3=C(SC4=C3C=CC(=C4)O)C5=CC=C(C=C5)O. Drug 2: C1=C(C(=O)NC(=O)N1)N(CCCl)CCCl. Cell line: SNB-19. Synergy scores: CSS=36.5, Synergy_ZIP=2.25, Synergy_Bliss=1.06, Synergy_Loewe=-0.264, Synergy_HSA=1.12. (2) Drug 1: CC1C(C(CC(O1)OC2CC(CC3=C2C(=C4C(=C3O)C(=O)C5=C(C4=O)C(=CC=C5)OC)O)(C(=O)C)O)N)O.Cl. Drug 2: CC1=C2C(C(=O)C3(C(CC4C(C3C(C(C2(C)C)(CC1OC(=O)C(C(C5=CC=CC=C5)NC(=O)OC(C)(C)C)O)O)OC(=O)C6=CC=CC=C6)(CO4)OC(=O)C)O)C)O. Cell line: NCIH23. Synergy scores: CSS=17.3, Synergy_ZIP=-15.2, Synergy_Bliss=-15.2, Synergy_Loewe=-15.6, Synergy_HSA=-12.0. (3) Drug 1: CC12CCC3C(C1CCC2=O)CC(=C)C4=CC(=O)C=CC34C. Drug 2: CCC1=CC2CC(C3=C(CN(C2)C1)C4=CC=CC=C4N3)(C5=C(C=C6C(=C5)C78CCN9C7C(C=CC9)(C(C(C8N6C)(C(=O)OC)O)OC(=O)C)CC)OC)C(=O)OC.C(C(C(=O)O)O)(C(=O)O)O. Cell line: EKVX. Synergy scores: CSS=36.7, Synergy_ZIP=0.943, Synergy_Bliss=0.605, Synergy_Loewe=2.00, Synergy_HSA=4.21.